From a dataset of Reaction yield outcomes from USPTO patents with 853,638 reactions. Predict the reaction yield, written as a fraction of the theoretical maximum amount of product (1.0 means a 100% yield; for example, 0.34 means a 34% yield). (1) The reactants are [N:1]1([C:6]2[CH:11]=[CH:10][CH:9]=[CH:8][C:7]=2[P:12]2[C:17]([CH3:19])([CH3:18])[CH2:16][C:15](=O)[CH2:14][C:13]2([CH3:22])[CH3:21])[CH:5]=[CH:4][CH:3]=[CH:2]1.C(O)COCCO.O.NN.[OH-].[K+]. The catalyst is O.C(OCC)(=O)C. The product is [CH3:21][C:13]1([CH3:22])[CH2:14][CH2:15][CH2:16][C:17]([CH3:18])([CH3:19])[P:12]1[C:7]1[CH:8]=[CH:9][CH:10]=[CH:11][C:6]=1[N:1]1[CH:5]=[CH:4][CH:3]=[CH:2]1. The yield is 0.970. (2) The reactants are Br[C:2]1[C:3]([O:20][CH3:21])=[C:4]([CH:10]([NH:12][C:13](=[O:19])[O:14][C:15]([CH3:18])([CH3:17])[CH3:16])[CH3:11])[CH:5]=[C:6]([Cl:9])[C:7]=1[CH3:8].[C:22]([O:26][CH3:27])(=[O:25])[CH:23]=[CH2:24].C1(P(C2C=CC=CC=2)C2C=CC=CC=2)C=CC=CC=1.C(N(CC)CC)C. The catalyst is CN(C=O)C.C([O-])(=O)C.[Pd+2].C([O-])(=O)C. The product is [C:15]([O:14][C:13]([NH:12][CH:10]([C:4]1[C:3]([O:20][CH3:21])=[C:2](/[CH:24]=[CH:23]/[C:22]([O:26][CH3:27])=[O:25])[C:7]([CH3:8])=[C:6]([Cl:9])[CH:5]=1)[CH3:11])=[O:19])([CH3:18])([CH3:17])[CH3:16]. The yield is 0.680. (3) The reactants are [CH3:1][C:2]1[N:6]=[CH:5][NH:4][N:3]=1.Cl[C:8]1[CH:13]=[CH:12][C:11]([N+:14]([O-:16])=[O:15])=[CH:10][C:9]=1[O:17][CH3:18].[OH-].[K+].O. The catalyst is CS(C)=O. The product is [CH3:18][O:17][C:9]1[CH:10]=[C:11]([N+:14]([O-:16])=[O:15])[CH:12]=[CH:13][C:8]=1[N:4]1[CH:5]=[N:6][C:2]([CH3:1])=[N:3]1. The yield is 0.260. (4) The reactants are Cl[C:2]1[N:7]=[CH:6][C:5]([S:8]([C:11]2[N:15]([C:16]3[CH:21]=[CH:20][CH:19]=[C:18]([CH3:22])[C:17]=3[F:23])[N:14]=[C:13]([CH2:24][N:25]([CH3:33])[C:26](=[O:32])[O:27][C:28]([CH3:31])([CH3:30])[CH3:29])[CH:12]=2)(=[O:10])=[O:9])=[CH:4][CH:3]=1.[C:34](=O)([O-])[O-].[K+].[K+].CB(O)O. The catalyst is C1(OC)CCCC1. The product is [CH3:34][C:2]1[N:7]=[CH:6][C:5]([S:8]([C:11]2[N:15]([C:16]3[CH:21]=[CH:20][CH:19]=[C:18]([CH3:22])[C:17]=3[F:23])[N:14]=[C:13]([CH2:24][N:25]([CH3:33])[C:26](=[O:32])[O:27][C:28]([CH3:30])([CH3:31])[CH3:29])[CH:12]=2)(=[O:9])=[O:10])=[CH:4][CH:3]=1. The yield is 0.520. (5) The reactants are C([O:3][C:4]([C:6]1[CH:7]=[N:8][N:9]([C:11]2[NH:15][C:14]3[CH:16]=[C:17]([Cl:27])[C:18]([O:20][C:21]4[CH:26]=[CH:25][CH:24]=[CH:23][CH:22]=4)=[CH:19][C:13]=3[N:12]=2)[CH:10]=1)=[O:5])C.Cl.O. The catalyst is C(O)(=O)C. The product is [Cl:27][C:17]1[C:18]([O:20][C:21]2[CH:22]=[CH:23][CH:24]=[CH:25][CH:26]=2)=[CH:19][C:13]2[N:12]=[C:11]([N:9]3[CH:10]=[C:6]([C:4]([OH:5])=[O:3])[CH:7]=[N:8]3)[NH:15][C:14]=2[CH:16]=1. The yield is 0.900. (6) The reactants are [CH2:1]=[C:2]1[O:6][C:4](=[O:5])[CH2:3]1.[CH3:7][CH:8]([CH2:11][CH2:12][CH2:13][NH2:14])[CH2:9][NH2:10]. The catalyst is C1(C)C=CC=CC=1. The product is [CH3:7][CH:8]([CH2:11][CH2:12][CH2:13][NH:14][C:4](=[O:5])[CH2:3][C:2](=[O:6])[CH3:1])[CH2:9][NH:10][C:4](=[O:5])[CH2:3][C:2]([CH3:1])=[O:6]. The yield is 0.900. (7) The reactants are [CH2:1]([O:3][CH:4]([O:6][CH:7]1[CH2:19][CH2:18][C:17]([O:21][CH:22]([O:24][CH2:25][CH3:26])[CH3:23])([CH3:20])[CH:16]([OH:27])[CH:15]=[CH:14][CH:13]([CH3:28])[CH:12](/[C:29](/[CH3:56])=[CH:30]/[CH:31]=[CH:32]/[C:33]([O:50][CH:51]([O:53][CH2:54][CH3:55])[CH3:52])([CH3:49])[CH2:34][CH:35]2[O:48][CH:36]2[CH:37]([CH3:47])[CH:38]([O:41][CH:42]([O:44][CH2:45][CH3:46])[CH3:43])[CH2:39][CH3:40])[O:11][C:9](=[O:10])[CH2:8]1)[CH3:5])[CH3:2].C(N(CC)CC)C.ClC(O[C:68]1[CH:73]=[CH:72][C:71]([N+:74]([O-:76])=[O:75])=[CH:70][CH:69]=1)=O.[C:77]([O:80]CC)(=[O:79])C. The catalyst is ClCCl. The product is [CH2:1]([O:3][CH:4]([O:6][CH:7]1[CH2:19][CH2:18][C:17]([O:21][CH:22]([O:24][CH2:25][CH3:26])[CH3:23])([CH3:20])[CH:16]([O:27][C:68]2[CH:73]=[CH:72][C:71]([N+:74]([O-:76])=[O:75])=[CH:70][CH:69]=2)[CH:15]=[CH:14][CH:13]([CH3:28])[CH:12](/[C:29](/[CH3:56])=[CH:30]/[CH:31]=[CH:32]/[C:33]([O:50][CH:51]([O:53][CH2:54][CH3:55])[CH3:52])([CH3:49])[CH2:34][CH:35]2[O:48][CH:36]2[CH:37]([CH3:47])[CH:38]([O:41][CH:42]([O:44][CH2:45][CH3:46])[CH3:43])[CH2:39][CH3:40])[O:11][C:9](=[O:10])[CH:8]1[C:77]([OH:80])=[O:79])[CH3:5])[CH3:2]. The yield is 0.800. (8) The reactants are Br[CH2:2][CH2:3][C:4]([OH:6])=[O:5].[SH:7][C:8]1[O:9][C:10]2[CH:16]=[CH:15][CH:14]=[CH:13][C:11]=2[N:12]=1.[OH-].[K+]. The catalyst is C(O)C. The product is [O:9]1[C:10]2[CH:16]=[CH:15][CH:14]=[CH:13][C:11]=2[N:12]=[C:8]1[S:7][CH2:2][CH2:3][C:4]([OH:6])=[O:5]. The yield is 0.580.